From a dataset of Forward reaction prediction with 1.9M reactions from USPTO patents (1976-2016). Predict the product of the given reaction. (1) Given the reactants O.[NH2:2][NH2:3].[CH3:4][O:5][CH2:6][C:7]1[O:11][N:10]=[C:9]([C:12]([O:14]CC)=O)[CH:8]=1, predict the reaction product. The product is: [CH3:4][O:5][CH2:6][C:7]1[O:11][N:10]=[C:9]([C:12]([NH:2][NH2:3])=[O:14])[CH:8]=1. (2) Given the reactants [Br:1][C:2]1[CH:3]=[C:4]2[C:8](=[CH:9][CH:10]=1)[NH:7][C:6]([C:11]1[CH:16]=[CH:15][CH:14]=[CH:13][C:12]=1[O:17][CH3:18])=[CH:5]2.[B-](F)(F)(F)[F:20].[B-](F)(F)(F)F.C1[N+]2(CCl)CC[N+](F)(CC2)C1, predict the reaction product. The product is: [Br:1][C:2]1[CH:3]=[C:4]2[C:8](=[CH:9][CH:10]=1)[NH:7][C:6]([C:11]1[CH:16]=[CH:15][CH:14]=[CH:13][C:12]=1[O:17][CH3:18])=[C:5]2[F:20]. (3) Given the reactants [F:1][C:2]1[CH:3]=[C:4]([S:8][C:9]2[CH:14]=[CH:13][C:12]3[C:15]4[CH2:20][CH2:19][NH:18][C:17]([CH2:22][N:23]5C(=O)[C:30]6[C:25](=[CH:26][CH:27]=[CH:28][CH:29]=6)[C:24]5=[O:33])([CH3:21])[C:16]=4[O:34][C:11]=3[CH:10]=2)[CH:5]=[CH:6][CH:7]=1.[CH3:35][OH:36].[OH:37]OS([O-])=O.[K+].[OH2:43], predict the reaction product. The product is: [F:1][C:2]1[CH:3]=[C:4]([S:8]([C:9]2[CH:14]=[CH:13][C:12]3[C:15]4[CH2:20][CH2:19][NH:18][C:17]([CH2:22][N:23]5[C:35](=[O:36])[C:30]6[C:25](=[CH:26][CH:27]=[CH:28][CH:29]=6)[C:24]5=[O:33])([CH3:21])[C:16]=4[O:34][C:11]=3[CH:10]=2)(=[O:37])=[O:43])[CH:5]=[CH:6][CH:7]=1. (4) Given the reactants [C:1]12([C:11]3[CH:12]=[C:13]([C:19]4[CH:20]=[C:21]([CH:30]=[CH:31][CH:32]=4)[CH:22]=[C:23]4[S:27][C:26](=S)[NH:25][C:24]4=[O:29])[CH:14]=[C:15]([F:18])[C:16]=3[OH:17])[CH2:10][CH:5]3[CH2:6][CH:7]([CH2:9][CH:3]([CH2:4]3)[CH2:2]1)[CH2:8]2.[NH2:33][NH2:34], predict the reaction product. The product is: [C:1]12([C:11]3[CH:12]=[C:13]([C:19]4[CH:20]=[C:21]([CH:30]=[CH:31][CH:32]=4)[CH:22]=[C:23]4[S:27][C:26]([NH:33][NH2:34])=[N:25][C:24]4=[O:29])[CH:14]=[C:15]([F:18])[C:16]=3[OH:17])[CH2:2][CH:3]3[CH2:9][CH:7]([CH2:6][CH:5]([CH2:4]3)[CH2:10]1)[CH2:8]2. (5) Given the reactants [S:1]1[CH2:6][CH2:5]O[CH2:3][CH2:2]1.C([N:10](CC)C(C)C)(C)C.[Cl:16][C:17]1[CH:18]=[C:19]([CH:41]=[CH:42][C:43]=1[Cl:44])[CH2:20][N:21]1[CH2:26][CH2:25][O:24][CH:23]([CH2:27][NH:28][C:29](=[O:40])OC2C=CC([N+]([O-])=O)=CC=2)[CH2:22]1, predict the reaction product. The product is: [Cl:16][C:17]1[CH:18]=[C:19]([CH:41]=[CH:42][C:43]=1[Cl:44])[CH2:20][N:21]1[CH2:26][CH2:25][O:24][CH:23]([CH2:27][NH:28][C:29]([N:10]2[CH2:5][CH2:6][S:1][CH2:2][CH2:3]2)=[O:40])[CH2:22]1. (6) Given the reactants [CH:1]([C:3]1[O:7][C:6](B(O)O)=[CH:5][CH:4]=1)=[O:2].[Br:11][C:12]1[CH:13]=[C:14](I)[CH:15]=[CH:16][CH:17]=1.C(=O)([O-])[O-].[Na+].[Na+].O, predict the reaction product. The product is: [Br:11][C:12]1[CH:17]=[C:16]([C:6]2[O:7][C:3]([CH:1]=[O:2])=[CH:4][CH:5]=2)[CH:15]=[CH:14][CH:13]=1. (7) Given the reactants [CH3:1][S:2]([O:5][C:6]1[CH:11]=[C:10]([CH2:12]Br)[CH:9]=[C:8]([O:14][S:15]([CH3:18])(=[O:17])=[O:16])[CH:7]=1)(=[O:4])=[O:3].[F:19][C:20]([F:43])([F:42])[C:21]1[CH:22]=[C:23]([CH2:27][C:28]2[C:36]3[C:31](=[CH:32][CH:33]=[CH:34][CH:35]=3)[NH:30][C:29]=2[C:37]([O:39][CH2:40][CH3:41])=[O:38])[CH:24]=[CH:25][CH:26]=1.C([O-])([O-])=O.[K+].[K+].O, predict the reaction product. The product is: [CH3:1][S:2]([O:5][C:6]1[CH:11]=[C:10]([CH2:12][N:30]2[C:31]3[C:36](=[CH:35][CH:34]=[CH:33][CH:32]=3)[C:28]([CH2:27][C:23]3[CH:24]=[CH:25][CH:26]=[C:21]([C:20]([F:43])([F:42])[F:19])[CH:22]=3)=[C:29]2[C:37]([O:39][CH2:40][CH3:41])=[O:38])[CH:9]=[C:8]([O:14][S:15]([CH3:18])(=[O:17])=[O:16])[CH:7]=1)(=[O:4])=[O:3]. (8) Given the reactants F[C:2]1[CH:7]=[C:6]([F:8])[CH:5]=[CH:4][C:3]=1[C:9]1[N:14]=[CH:13][N:12]=[C:11]([NH:15][C:16]2[CH:21]=[CH:20][CH:19]=[C:18]([CH2:22][S:23]([CH3:26])(=[O:25])=[O:24])[CH:17]=2)[N:10]=1.[CH2:27]([OH:31])[C:28]#[C:29][CH3:30], predict the reaction product. The product is: [CH2:27]([O:31][C:2]1[CH:7]=[C:6]([F:8])[CH:5]=[CH:4][C:3]=1[C:9]1[N:14]=[CH:13][N:12]=[C:11]([NH:15][C:16]2[CH:21]=[CH:20][CH:19]=[C:18]([CH2:22][S:23]([CH3:26])(=[O:25])=[O:24])[CH:17]=2)[N:10]=1)[C:28]#[C:29][CH3:30]. (9) Given the reactants [C:1]([O:4][C@@H:5]1[C@@H:10]([O:11][C:12](=[O:14])[CH3:13])[C@H:9]([O:15][C:16](=[O:18])[CH3:17])[C@@H:8]([O:19][CH3:20])[O:7][C@H:6]1[C:21]1[CH:26]=[CH:25][C:24]([Cl:27])=[C:23]([CH2:28][C:29]2[CH:34]=[CH:33][C:32]([OH:35])=[CH:31][CH:30]=2)[CH:22]=1)(=[O:3])[CH3:2].CCN(CC)CC.[S:43](O[S:43]([C:46]([F:49])([F:48])[F:47])(=[O:45])=[O:44])([C:46]([F:49])([F:48])[F:47])(=[O:45])=[O:44], predict the reaction product. The product is: [C:1]([O:4][C@@H:5]1[C@@H:10]([O:11][C:12](=[O:14])[CH3:13])[C@H:9]([O:15][C:16](=[O:18])[CH3:17])[C@@H:8]([O:19][CH3:20])[O:7][C@H:6]1[C:21]1[CH:26]=[CH:25][C:24]([Cl:27])=[C:23]([CH2:28][C:29]2[CH:34]=[CH:33][C:32]([O:35][S:43]([C:46]([F:49])([F:48])[F:47])(=[O:45])=[O:44])=[CH:31][CH:30]=2)[CH:22]=1)(=[O:3])[CH3:2].